From a dataset of Full USPTO retrosynthesis dataset with 1.9M reactions from patents (1976-2016). Predict the reactants needed to synthesize the given product. (1) Given the product [Cl:25][C:23]1[CH:22]=[CH:21][C:20]([F:26])=[C:19]([C:16]2[CH:17]=[CH:18][C:13]([CH2:12][C@@H:11]([NH:27][C:28]([C:30]3[N:31]=[N:32][NH:33][CH:34]=3)=[O:29])[CH2:10][C@@H:6]([NH:5][C:3](=[O:4])[CH2:2][NH:1][C:36]([O:38][CH3:39])=[O:37])[C:7]([OH:9])=[O:8])=[CH:14][CH:15]=2)[CH:24]=1, predict the reactants needed to synthesize it. The reactants are: [NH2:1][CH2:2][C:3]([NH:5][C@H:6]([CH2:10][C@H:11]([NH:27][C:28]([C:30]1[N:31]=[N:32][NH:33][CH:34]=1)=[O:29])[CH2:12][C:13]1[CH:18]=[CH:17][C:16]([C:19]2[CH:24]=[C:23]([Cl:25])[CH:22]=[CH:21][C:20]=2[F:26])=[CH:15][CH:14]=1)[C:7]([OH:9])=[O:8])=[O:4].Cl[C:36]([O:38][CH3:39])=[O:37].CCN(C(C)C)C(C)C. (2) Given the product [CH2:32]([O:31][C:29]([C:2]1[N:10]=[CH:9][N:8]=[C:7]2[C:3]=1[N:4]([CH2:11][C:12]1[CH:13]=[CH:14][C:15]3[S:20][C:19]4[N:21]=[CH:22][CH:23]=[N:24][C:18]=4[N:17]([CH2:25][O:26][CH3:27])[C:16]=3[CH:28]=1)[CH:5]=[N:6]2)=[CH2:30])[CH3:33], predict the reactants needed to synthesize it. The reactants are: Cl[C:2]1[N:10]=[CH:9][N:8]=[C:7]2[C:3]=1[N:4]([CH2:11][C:12]1[CH:13]=[CH:14][C:15]3[S:20][C:19]4[N:21]=[CH:22][CH:23]=[N:24][C:18]=4[N:17]([CH2:25][O:26][CH3:27])[C:16]=3[CH:28]=1)[CH:5]=[N:6]2.[CH2:29]([O:31][C:32]([Sn](CCCC)(CCCC)CCCC)=[CH2:33])[CH3:30]. (3) Given the product [CH2:19]([O:26][C:27]1[CH:28]=[CH:29][C:30]([C:31]2[NH:1][C:2]3=[N:7][C:6]([N:8]4[CH2:13][CH2:12][C:11]([CH3:15])([OH:14])[CH2:10][CH2:9]4)=[CH:5][CH:4]=[C:3]3[N:16]=2)=[CH:33][CH:34]=1)[C:20]1[CH:21]=[CH:22][CH:23]=[CH:24][CH:25]=1, predict the reactants needed to synthesize it. The reactants are: [NH2:1][C:2]1[N:7]=[C:6]([N:8]2[CH2:13][CH2:12][C:11]([CH3:15])([OH:14])[CH2:10][CH2:9]2)[CH:5]=[CH:4][C:3]=1[N+:16]([O-])=O.[CH2:19]([O:26][C:27]1[CH:34]=[CH:33][C:30]([CH:31]=O)=[CH:29][CH:28]=1)[C:20]1[CH:25]=[CH:24][CH:23]=[CH:22][CH:21]=1.S(S([O-])=O)([O-])=O.[Na+].[Na+].CCO.